Dataset: NCI-60 drug combinations with 297,098 pairs across 59 cell lines. Task: Regression. Given two drug SMILES strings and cell line genomic features, predict the synergy score measuring deviation from expected non-interaction effect. (1) Drug 1: CC1C(C(CC(O1)OC2CC(OC(C2O)C)OC3=CC4=CC5=C(C(=O)C(C(C5)C(C(=O)C(C(C)O)O)OC)OC6CC(C(C(O6)C)O)OC7CC(C(C(O7)C)O)OC8CC(C(C(O8)C)O)(C)O)C(=C4C(=C3C)O)O)O)O. Drug 2: CC1CCCC2(C(O2)CC(NC(=O)CC(C(C(=O)C(C1O)C)(C)C)O)C(=CC3=CSC(=N3)C)C)C. Cell line: MDA-MB-435. Synergy scores: CSS=65.6, Synergy_ZIP=0.332, Synergy_Bliss=0.225, Synergy_Loewe=-7.14, Synergy_HSA=-0.411. (2) Drug 1: CC12CCC(CC1=CCC3C2CCC4(C3CC=C4C5=CN=CC=C5)C)O. Drug 2: C1CN(P(=O)(OC1)NCCCl)CCCl. Cell line: SF-539. Synergy scores: CSS=2.61, Synergy_ZIP=-2.31, Synergy_Bliss=-2.66, Synergy_Loewe=-9.34, Synergy_HSA=-3.47. (3) Drug 1: COC1=C(C=C2C(=C1)N=CN=C2NC3=CC(=C(C=C3)F)Cl)OCCCN4CCOCC4. Drug 2: CC1=C(C=C(C=C1)NC(=O)C2=CC=C(C=C2)CN3CCN(CC3)C)NC4=NC=CC(=N4)C5=CN=CC=C5. Cell line: U251. Synergy scores: CSS=13.6, Synergy_ZIP=-3.78, Synergy_Bliss=1.22, Synergy_Loewe=0.713, Synergy_HSA=2.76. (4) Drug 1: C1C(C(OC1N2C=C(C(=O)NC2=O)F)CO)O. Drug 2: CC1=C(C(CCC1)(C)C)C=CC(=CC=CC(=CC(=O)O)C)C. Cell line: NCI-H460. Synergy scores: CSS=35.3, Synergy_ZIP=-0.961, Synergy_Bliss=-3.33, Synergy_Loewe=-20.0, Synergy_HSA=-5.36.